Predict the product of the given reaction. From a dataset of Forward reaction prediction with 1.9M reactions from USPTO patents (1976-2016). (1) Given the reactants Br[C:2]1[CH:3]=[C:4]([C@H:9]([CH:14]2[CH2:17][N:16]([C@@H:18]([C:30]3[CH:35]=[CH:34][C:33]([Cl:36])=[CH:32][CH:31]=3)[C:19]3[CH:20]=[C:21]([C:25]4[N:29]=[CH:28][O:27][N:26]=4)[CH:22]=[CH:23][CH:24]=3)[CH2:15]2)[C:10]([F:13])([CH3:12])[CH3:11])[CH:5]=[C:6]([F:8])[CH:7]=1.[CH3:37][N:38](C=O)C.O, predict the reaction product. The product is: [Cl:36][C:33]1[CH:34]=[CH:35][C:30]([C@@H:18]([C:19]2[CH:24]=[CH:23][CH:22]=[C:21]([C:25]3[N:29]=[CH:28][O:27][N:26]=3)[CH:20]=2)[N:16]2[CH2:15][CH:14]([C@@H:9]([C:4]3[CH:3]=[C:2]([CH:7]=[C:6]([F:8])[CH:5]=3)[C:37]#[N:38])[C:10]([F:13])([CH3:12])[CH3:11])[CH2:17]2)=[CH:31][CH:32]=1. (2) Given the reactants [NH2:1][C:2]1[S:3][CH:4]=[C:5]([CH2:7][C:8]([O:10][CH2:11][CH3:12])=[O:9])[N:6]=1.[Br:13][C:14]1[CH:15]=[C:16]([S:20](Cl)(=[O:22])=[O:21])[S:17][C:18]=1[Cl:19], predict the reaction product. The product is: [Br:13][C:14]1[CH:15]=[C:16]([S:20]([NH:1][C:2]2[S:3][CH:4]=[C:5]([CH2:7][C:8]([O:10][CH2:11][CH3:12])=[O:9])[N:6]=2)(=[O:22])=[O:21])[S:17][C:18]=1[Cl:19]. (3) Given the reactants [NH2:1][CH2:2][C@H:3]1[O:8][CH2:7][CH2:6][N:5]([C:9]([O:11][C:12]([CH3:15])([CH3:14])[CH3:13])=[O:10])[CH2:4]1.Br[C:17]1[C:18]([NH2:24])=[N:19][CH:20]=[C:21]([Br:23])[N:22]=1.CCN(CC)CC, predict the reaction product. The product is: [NH2:24][C:18]1[C:17]([NH:1][CH2:2][C@H:3]2[O:8][CH2:7][CH2:6][N:5]([C:9]([O:11][C:12]([CH3:15])([CH3:14])[CH3:13])=[O:10])[CH2:4]2)=[N:22][C:21]([Br:23])=[CH:20][N:19]=1. (4) Given the reactants Cl[C:2]1[N:7]=[C:6]([N:8]2[CH2:12][CH2:11][C:10]([CH:15]3[CH2:18][N:17]([C:19]([O:21][C:22]([CH3:25])([CH3:24])[CH3:23])=[O:20])[CH2:16]3)([C:13]#[N:14])[C:9]2=[O:26])[CH:5]=[CH:4][N:3]=1.[O:27]1[CH2:32][CH2:31][N:30]([C:33]2[CH:39]=[CH:38][C:36]([NH2:37])=[CH:35][CH:34]=2)[CH2:29][CH2:28]1.C(O)(=O)C, predict the reaction product. The product is: [C:13]([C:10]1([CH:15]2[CH2:18][N:17]([C:19]([O:21][C:22]([CH3:25])([CH3:24])[CH3:23])=[O:20])[CH2:16]2)[CH2:11][CH2:12][N:8]([C:6]2[CH:5]=[CH:4][N:3]=[C:2]([NH:37][C:36]3[CH:35]=[CH:34][C:33]([N:30]4[CH2:31][CH2:32][O:27][CH2:28][CH2:29]4)=[CH:39][CH:38]=3)[N:7]=2)[C:9]1=[O:26])#[N:14]. (5) The product is: [F:34][C:3]([F:2])([F:33])[O:4][C:5]1[CH:10]=[CH:9][CH:8]=[CH:7][C:6]=1[CH2:11][CH2:12][NH:13][CH2:14][CH2:15][CH2:16][CH2:17][C:18]([C:20]1[CH:21]=[C:22]([S:29]([NH2:32])(=[O:30])=[O:31])[C:23]2[O:27][CH2:26][CH2:25][C:24]=2[CH:28]=1)=[O:19]. Given the reactants Cl.[F:2][C:3]([F:34])([F:33])[O:4][C:5]1[CH:10]=[CH:9][CH:8]=[CH:7][C:6]=1[CH2:11][CH2:12][NH:13][CH2:14][CH2:15][CH2:16][CH2:17][C:18]([C:20]1[CH:21]=[C:22]([S:29]([NH2:32])(=[O:31])=[O:30])[C:23]2[O:27][CH2:26][CH2:25][C:24]=2[CH:28]=1)=[O:19], predict the reaction product. (6) Given the reactants [Br:1][C:2]1[CH:11]=[C:10]2[C:5]([C:6]([CH3:14])([CH3:13])[CH2:7][CH2:8][C:9]2=O)=[CH:4][CH:3]=1.Cl.[NH2:16][OH:17].C([O-])(=O)C.[Na+].ClCCl, predict the reaction product. The product is: [Br:1][C:2]1[CH:11]=[C:10]2[C:5]([C:6]([CH3:14])([CH3:13])[CH2:7][CH2:8][C:9]2=[N:16][OH:17])=[CH:4][CH:3]=1. (7) Given the reactants [K+].[F:2][C:3]1[C:12]([CH2:13][C:14]([NH:16][NH:17][C:18]([S-])=[S:19])=O)=[C:11]([F:21])[CH:10]=[C:9]2[C:4]=1[CH:5]=[CH:6][CH:7]=[N:8]2.O.[NH2:23][NH2:24].Cl, predict the reaction product. The product is: [NH2:23][N:24]1[C:14]([CH2:13][C:12]2[C:3]([F:2])=[C:4]3[C:9](=[CH:10][C:11]=2[F:21])[N:8]=[CH:7][CH:6]=[CH:5]3)=[N:16][N:17]=[C:18]1[SH:19].